Dataset: Peptide-MHC class II binding affinity with 134,281 pairs from IEDB. Task: Regression. Given a peptide amino acid sequence and an MHC pseudo amino acid sequence, predict their binding affinity value. This is MHC class II binding data. (1) The peptide sequence is QVKVPKGAPCRIPVI. The MHC is DRB1_0802 with pseudo-sequence DRB1_0802. The binding affinity (normalized) is 0.328. (2) The peptide sequence is EFRVSTTENVVNLSN. The MHC is DRB1_0901 with pseudo-sequence DRB1_0901. The binding affinity (normalized) is 0.597.